Dataset: Reaction yield outcomes from USPTO patents with 853,638 reactions. Task: Predict the reaction yield, written as a fraction of the theoretical maximum amount of product (1.0 means a 100% yield; for example, 0.34 means a 34% yield). The reactants are [OH:1][C:2]([CH3:50])([CH3:49])[C:3]#[C:4][C:5]1[N:6]=[C:7]([N:20](C(OC(C)(C)C)=O)[CH2:21][C@@H:22]([NH:34]C(=O)OC(C)(C)C)[CH2:23][C:24]2[CH:29]=[CH:28][C:27]([C:30]([F:33])([F:32])[F:31])=[CH:26][CH:25]=2)[S:8][C:9]=1[C:10]1[CH:11]=[C:12]2[C:17](=[CH:18][CH:19]=1)[CH:16]=[N:15][CH:14]=[CH:13]2.C(O)(C(F)(F)F)=O. The catalyst is C(Cl)Cl. The product is [NH2:34][C@@H:22]([CH2:23][C:24]1[CH:25]=[CH:26][C:27]([C:30]([F:31])([F:33])[F:32])=[CH:28][CH:29]=1)[CH2:21][NH:20][C:7]1[S:8][C:9]([C:10]2[CH:11]=[C:12]3[C:17](=[CH:18][CH:19]=2)[CH:16]=[N:15][CH:14]=[CH:13]3)=[C:5]([C:4]#[C:3][C:2]([CH3:49])([OH:1])[CH3:50])[N:6]=1. The yield is 0.280.